This data is from Reaction yield outcomes from USPTO patents with 853,638 reactions. The task is: Predict the reaction yield, written as a fraction of the theoretical maximum amount of product (1.0 means a 100% yield; for example, 0.34 means a 34% yield). (1) The reactants are [F:1][C:2]1[CH:9]=[C:8]([O:10][CH3:11])[CH:7]=[CH:6][C:3]=1[C:4]#[N:5].[N+:12]([O-])([O-:14])=[O:13].[K+].S(=O)(=O)(O)O.C(=O)([O-])O.[Na+]. No catalyst specified. The product is [F:1][C:2]1[CH:9]=[C:8]([O:10][CH3:11])[C:7]([N+:12]([O-:14])=[O:13])=[CH:6][C:3]=1[C:4]#[N:5]. The yield is 0.870. (2) The reactants are [CH:1]1[C:6](=[O:7])[C:5]([OH:8])=[CH:4][O:3][C:2]=1[CH2:9][OH:10].C(=O)([O-])[O-].[K+].[K+].[CH3:17][O:18][C:19]1[CH:26]=[CH:25][C:22]([CH2:23]Cl)=[CH:21][CH:20]=1. The catalyst is CN(C=O)C. The product is [OH:10][CH2:9][C:2]1[O:3][CH:4]=[C:5]([O:8][CH2:23][C:22]2[CH:25]=[CH:26][C:19]([O:18][CH3:17])=[CH:20][CH:21]=2)[C:6](=[O:7])[CH:1]=1. The yield is 0.750. (3) The reactants are C1C=CC(P(C2C=CC=CC=2)C2C=CC=CC=2)=CC=1.[CH3:20][O:21][C:22](=[O:62])[C:23]1[CH:28]=[CH:27][C:26]([O:29][CH2:30][CH2:31][C:32]2[C:40]3[C:35](=[CH:36][CH:37]=[C:38]([Cl:41])[CH:39]=3)[N:34]([CH:42]([C:49]3[CH:54]=[CH:53][CH:52]=[CH:51][CH:50]=3)[C:43]3[CH:48]=[CH:47][CH:46]=[CH:45][CH:44]=3)[C:33]=2[CH2:55][CH2:56][N:57]=[N+]=[N-])=[CH:25][C:24]=1[O:60][CH3:61].O. The catalyst is C1COCC1. The product is [CH3:20][O:21][C:22](=[O:62])[C:23]1[CH:28]=[CH:27][C:26]([O:29][CH2:30][CH2:31][C:32]2[C:40]3[C:35](=[CH:36][CH:37]=[C:38]([Cl:41])[CH:39]=3)[N:34]([CH:42]([C:49]3[CH:50]=[CH:51][CH:52]=[CH:53][CH:54]=3)[C:43]3[CH:48]=[CH:47][CH:46]=[CH:45][CH:44]=3)[C:33]=2[CH2:55][CH2:56][NH2:57])=[CH:25][C:24]=1[O:60][CH3:61]. The yield is 0.120.